Dataset: Forward reaction prediction with 1.9M reactions from USPTO patents (1976-2016). Task: Predict the product of the given reaction. (1) Given the reactants Cl[CH2:2][C:3]1[CH:11]=[CH:10][C:6]([C:7]([OH:9])=[O:8])=[CH:5][CH:4]=1.[CH3:12][N:13]1[CH2:18][CH2:17][NH:16][CH2:15][CH2:14]1, predict the reaction product. The product is: [CH3:12][N:13]1[CH2:18][CH2:17][N:16]([CH2:2][C:3]2[CH:11]=[CH:10][C:6]([C:7]([OH:9])=[O:8])=[CH:5][CH:4]=2)[CH2:15][CH2:14]1. (2) Given the reactants [Br:1][C:2]1[C:10]2[N:9]=[CH:8][N:7]([CH2:11][C:12]3[CH:17]=[CH:16][CH:15]=[C:14]([C:18]([F:21])([F:20])[F:19])[C:13]=3[CH3:22])[C:6]=2[CH:5]=[C:4]([NH2:23])[CH:3]=1.[OH-].[Na+].Br[CH2:27][CH2:28][O:29][CH2:30][CH2:31]Br, predict the reaction product. The product is: [Br:1][C:2]1[C:10]2[N:9]=[CH:8][N:7]([CH2:11][C:12]3[CH:17]=[CH:16][CH:15]=[C:14]([C:18]([F:19])([F:21])[F:20])[C:13]=3[CH3:22])[C:6]=2[CH:5]=[C:4]([N:23]2[CH2:31][CH2:30][O:29][CH2:28][CH2:27]2)[CH:3]=1.